Dataset: Forward reaction prediction with 1.9M reactions from USPTO patents (1976-2016). Task: Predict the product of the given reaction. (1) The product is: [CH:30]1([NH:33][C:12](=[O:14])[C:11]2[CH:16]=[CH:17][C:18]([CH3:19])=[C:9]([N:4]3[CH:5]=[CH:6][N:7]=[C:2]([NH:29][CH2:28][C:23]4[CH:24]=[CH:25][CH:26]=[CH:27][C:22]=4[F:21])[C:3]3=[O:20])[CH:10]=2)[CH2:32][CH2:31]1. Given the reactants Br[C:2]1[C:3](=[O:20])[N:4]([C:9]2[CH:10]=[C:11]([CH:16]=[CH:17][C:18]=2[CH3:19])[C:12]([O:14]C)=O)[CH:5]=[C:6](Br)[N:7]=1.[F:21][C:22]1[CH:27]=[CH:26][CH:25]=[CH:24][C:23]=1[CH2:28][NH2:29].[CH:30]1([NH2:33])[CH2:32][CH2:31]1.C1([Mg]Br)CCCC1.C([O-])=O.[NH4+], predict the reaction product. (2) Given the reactants [CH3:1][O:2][C:3](=[O:10])[CH:4]=[CH:5][CH:6]=[CH:7][CH2:8]Br.[CH:11]1[CH:20]=[C:19]2[C:14]([CH:15]=[C:16]([SH:21])[CH:17]=[CH:18]2)=[CH:13][CH:12]=1.C(N(CC)CC)C, predict the reaction product. The product is: [CH3:1][O:2][C:3](=[O:10])[CH:4]=[CH:5][CH:6]=[CH:7][CH2:8][S:21][C:16]1[CH:17]=[CH:18][C:19]2[C:14](=[CH:13][CH:12]=[CH:11][CH:20]=2)[CH:15]=1. (3) Given the reactants [OH:1][C:2]1[CH:7]=[CH:6][C:5]([NH:8][C:9](=[O:11])[CH3:10])=[CH:4][CH:3]=1.O[CH2:13][C@H:14]1[CH2:19][CH2:18][CH2:17][CH2:16][C@@H:15]1[NH:20][S:21]([CH2:24][CH3:25])(=[O:23])=[O:22].C(P(CCCC)CCCC)CCC.N(/C(N1CCCCC1)=O)=N\C(N1CCCCC1)=O, predict the reaction product. The product is: [CH2:24]([S:21]([NH:20][C@@H:15]1[CH2:16][CH2:17][CH2:18][CH2:19][C@H:14]1[CH2:13][O:1][C:2]1[CH:3]=[CH:4][C:5]([NH:8][C:9](=[O:11])[CH3:10])=[CH:6][CH:7]=1)(=[O:22])=[O:23])[CH3:25]. (4) Given the reactants O.[NH2:2][NH2:3].[CH3:4][O:5][C:6](=O)[C:7]([NH:9][C:10]1[CH:27]=[CH:26][C:13]([O:14][C@@H:15]2[CH2:20][CH2:19][C@H:18]([C:21]([O:23][CH2:24][CH3:25])=[O:22])[CH2:17][CH2:16]2)=[CH:12][CH:11]=1)=[O:8].[F:29][C:30]1[CH:35]=[C:34]([F:36])[C:33]([F:37])=[CH:32][C:31]=1[N:38]=C=S.CCN=C=NCCCN(C)C, predict the reaction product. The product is: [F:29][C:30]1[CH:35]=[C:34]([F:36])[C:33]([F:37])=[CH:32][C:31]=1[NH:38][C:4]1[O:5][C:6]([C:7]([NH:9][C:10]2[CH:27]=[CH:26][C:13]([O:14][C@@H:15]3[CH2:20][CH2:19][C@H:18]([C:21]([O:23][CH2:24][CH3:25])=[O:22])[CH2:17][CH2:16]3)=[CH:12][CH:11]=2)=[O:8])=[N:3][N:2]=1. (5) Given the reactants [C:1]([Si:5]([C:13]1[CH:18]=[CH:17][CH:16]=[CH:15][CH:14]=1)([C:7]1[CH:12]=[CH:11][CH:10]=[CH:9][CH:8]=1)Cl)([CH3:4])([CH3:3])[CH3:2].[C:19]([S:23][CH2:24][CH2:25][CH2:26][CH2:27][CH2:28][CH2:29][CH2:30][CH2:31][CH2:32][CH2:33][CH2:34][CH2:35][CH2:36][CH2:37][CH2:38][CH2:39][O:40][CH2:41][C@@H:42]([OH:45])[CH2:43][OH:44])([CH3:22])([CH3:21])[CH3:20], predict the reaction product. The product is: [CH3:2][C:1]([CH3:4])([Si:5]([C:13]1[CH:18]=[CH:17][CH:16]=[CH:15][CH:14]=1)([C:7]1[CH:12]=[CH:11][CH:10]=[CH:9][CH:8]=1)[O:44][CH2:43][C@H:42]([OH:45])[CH2:41][O:40][CH2:39][CH2:38][CH2:37][CH2:36][CH2:35][CH2:34][CH2:33][CH2:32][CH2:31][CH2:30][CH2:29][CH2:28][CH2:27][CH2:26][CH2:25][CH2:24][S:23][C:19]([CH3:21])([CH3:20])[CH3:22])[CH3:3].